From a dataset of Reaction yield outcomes from USPTO patents with 853,638 reactions. Predict the reaction yield, written as a fraction of the theoretical maximum amount of product (1.0 means a 100% yield; for example, 0.34 means a 34% yield). The reactants are [Li][CH2:2][CH2:3][CH2:4][CH3:5].[CH2:6]([C:18]1[CH:22]=[CH:21][S:20][CH:19]=1)[CH2:7][CH2:8][CH2:9][CH2:10][CH2:11][CH2:12][CH2:13][CH2:14][CH2:15][CH2:16][CH3:17].CN(C)[CH2:25][CH2:26]N(C)C. The catalyst is CCOCC. The product is [CH2:2]([C:18]1[CH:25]=[C:26]([C:21]2[S:20][CH:19]=[C:18]([CH2:6][CH2:7][CH2:8][CH2:9][CH2:10][CH2:11][CH2:12][CH2:13][CH2:14][CH2:15][CH2:16][CH3:17])[CH:22]=2)[S:20][CH:19]=1)[CH2:3][CH2:4][CH2:5][CH2:6][CH2:7][CH2:8][CH2:9][CH2:10][CH2:11][CH2:12][CH3:13]. The yield is 0.550.